Task: Predict the reaction yield, written as a fraction of the theoretical maximum amount of product (1.0 means a 100% yield; for example, 0.34 means a 34% yield).. Dataset: Reaction yield outcomes from USPTO patents with 853,638 reactions (1) The reactants are Br[C:2]1[CH:7]=[CH:6][C:5]([O:8][CH:9]([F:11])[F:10])=[C:4]([CH3:12])[CH:3]=1.[CH3:13][C@H:14]1[CH2:19][NH:18][CH2:17][C@@H:16]([CH3:20])[NH:15]1.C1C=CC(P(C2C(C3C(P(C4C=CC=CC=4)C4C=CC=CC=4)=CC=C4C=3C=CC=C4)=C3C(C=CC=C3)=CC=2)C2C=CC=CC=2)=CC=1.CC([O-])(C)C.[K+]. The catalyst is C1(C)C=CC=CC=1.CC([O-])=O.CC([O-])=O.[Pd+2]. The product is [F:10][CH:9]([F:11])[O:8][C:5]1[CH:6]=[CH:7][C:2]([N:18]2[CH2:17][CH:16]([CH3:20])[NH:15][CH:14]([CH3:13])[CH2:19]2)=[CH:3][C:4]=1[CH3:12]. The yield is 0.410. (2) The reactants are [N:1]([C@@H:4]([C@H:41]([C:49]1[CH:54]=[C:53]([F:55])[CH:52]=[C:51]([F:56])[CH:50]=1)[C:42]1[CH:47]=[CH:46][C:45]([F:48])=[CH:44][CH:43]=1)[C:5]([NH:7][C:8]1[CH:9]=[N:10][CH:11]=[C:12]([F:40])[C:13]=1[CH2:14][CH2:15][C@H:16]([NH:30][S:31]([C:34]1[CH:39]=[CH:38][CH:37]=[CH:36][CH:35]=1)(=[O:33])=[O:32])[CH2:17][N:18]([CH2:26][C@@H:27](O)[CH3:28])[C:19](=[O:25])[O:20][C:21]([CH3:24])([CH3:23])[CH3:22])=[O:6])=[N+:2]=[N-:3].C1(P(C2C=CC=CC=2)C2C=CC=CC=2)C=CC=CC=1.CC(OC(/N=N/C(OC(C)C)=O)=O)C.O. The catalyst is C1COCC1.CCOC(C)=O. The product is [N:1]([C@@H:4]([C@H:41]([C:49]1[CH:54]=[C:53]([F:55])[CH:52]=[C:51]([F:56])[CH:50]=1)[C:42]1[CH:43]=[CH:44][C:45]([F:48])=[CH:46][CH:47]=1)[C:5]([NH:7][C:8]1[CH:9]=[N:10][CH:11]=[C:12]([F:40])[C:13]=1[CH2:14][CH2:15][C@@H:16]1[N:30]([S:31]([C:34]2[CH:39]=[CH:38][CH:37]=[CH:36][CH:35]=2)(=[O:32])=[O:33])[C@H:27]([CH3:28])[CH2:26][N:18]([C:19]([O:20][C:21]([CH3:22])([CH3:23])[CH3:24])=[O:25])[CH2:17]1)=[O:6])=[N+:2]=[N-:3]. The yield is 0.910. (3) The reactants are [NH2:1][C@@H:2]([CH2:24][C:25]1[CH:30]=[CH:29][CH:28]=[CH:27][CH:26]=1)[CH2:3][C@H:4]([OH:23])[C@@H:5]([NH:13][C:14](=[O:22])[O:15][CH2:16][C:17]1[S:21][CH:20]=[N:19][CH:18]=1)[CH2:6][C:7]1[CH:12]=[CH:11][CH:10]=[CH:9][CH:8]=1.[CH3:31][S:32](Cl)(=[O:34])=[O:33]. The catalyst is CN(C1C=CN=CC=1)C.CN(C=O)C. The product is [CH2:6]([C@H:5]([NH:13][C:14](=[O:22])[O:15][CH2:16][C:17]1[S:21][CH:20]=[N:19][CH:18]=1)[C@@H:4]([OH:23])[CH2:3][C@@H:2]([NH:1][S:32]([CH3:31])(=[O:34])=[O:33])[CH2:24][C:25]1[CH:26]=[CH:27][CH:28]=[CH:29][CH:30]=1)[C:7]1[CH:12]=[CH:11][CH:10]=[CH:9][CH:8]=1. The yield is 0.317.